From a dataset of Full USPTO retrosynthesis dataset with 1.9M reactions from patents (1976-2016). Predict the reactants needed to synthesize the given product. (1) Given the product [Br:10][C:11]1[CH:12]=[C:13]([CH:16]=[CH:17][C:18]=1[O:19][C:2]1[CH:3]=[CH:4][C:5]([CH:8]=[O:9])=[CH:6][N:7]=1)[C:14]#[N:15], predict the reactants needed to synthesize it. The reactants are: Cl[C:2]1[N:7]=[CH:6][C:5]([CH:8]=[O:9])=[CH:4][CH:3]=1.[Br:10][C:11]1[CH:12]=[C:13]([CH:16]=[CH:17][C:18]=1[OH:19])[C:14]#[N:15].C(=O)([O-])[O-].[K+].[K+].O. (2) Given the product [C:1]([C:3]1[N:4]=[C:5]([N:15]2[CH2:20][CH2:19][CH2:18][C@@H:17]([NH:21][C:22]([N:24]3[CH2:25][C:26]4[C:31](=[CH:30][CH:29]=[CH:28][CH:27]=4)[CH2:32]3)=[O:23])[CH2:16]2)[S:6][C:7]=1[NH:8][C:9]1[CH:14]=[CH:13][CH:12]=[CH:11][N:10]=1)(=[O:33])[NH2:2], predict the reactants needed to synthesize it. The reactants are: [C:1]([C:3]1[N:4]=[C:5]([N:15]2[CH2:20][CH2:19][CH2:18][C@@H:17]([NH:21][C:22]([N:24]3[CH2:32][C:31]4[C:26](=[CH:27][CH:28]=[CH:29][CH:30]=4)[CH2:25]3)=[O:23])[CH2:16]2)[S:6][C:7]=1[NH:8][C:9]1[CH:14]=[CH:13][CH:12]=[CH:11][N:10]=1)#[N:2].[O:33]1CCCC1.O. (3) The reactants are: Cl[C:2]1[N:11]=[C:10]([NH:12][CH2:13][CH:14]([C:23]2([OH:29])[CH2:28][CH2:27][CH2:26][CH2:25][CH2:24]2)[C:15]2[CH:20]=[CH:19][C:18]([O:21][CH3:22])=[CH:17][CH:16]=2)[C:9]2[C:4](=[CH:5][CH:6]=[CH:7][CH:8]=2)[N:3]=1.[N:30]1[CH:31]=[CH:32][N:33]2[CH:38]=[C:37](B(O)O)[CH:36]=[CH:35][C:34]=12.N1C=CN2C=C(C3N=C(NCC(C4C=CC=CC=4)C4NC=CC=4)C4C(=CC=CC=4)N=3)C=CC=12. Given the product [N:30]1[CH:31]=[CH:32][N:33]2[CH:38]=[C:37]([C:2]3[N:11]=[C:10]([NH:12][CH2:13][CH:14]([C:23]4([OH:29])[CH2:28][CH2:27][CH2:26][CH2:25][CH2:24]4)[C:15]4[CH:20]=[CH:19][C:18]([O:21][CH3:22])=[CH:17][CH:16]=4)[C:9]4[C:4](=[CH:5][CH:6]=[CH:7][CH:8]=4)[N:3]=3)[CH:36]=[CH:35][C:34]=12, predict the reactants needed to synthesize it. (4) Given the product [Cl:1][C:2]1[C:3]([F:23])=[C:4]([NH:8][C:9]2[C:18]3[C:13](=[CH:14][C:15]([O:21][CH3:22])=[C:16]([CH2:19][N:27]4[CH2:28][CH2:29][C@H:25]([CH3:24])[C@H:26]4[C:30]([OH:32])=[O:31])[CH:17]=3)[N:12]=[CH:11][N:10]=2)[CH:5]=[CH:6][CH:7]=1, predict the reactants needed to synthesize it. The reactants are: [Cl:1][C:2]1[C:3]([F:23])=[C:4]([NH:8][C:9]2[C:18]3[C:13](=[CH:14][C:15]([O:21][CH3:22])=[C:16]([CH:19]=O)[CH:17]=3)[N:12]=[CH:11][N:10]=2)[CH:5]=[CH:6][CH:7]=1.[CH3:24][C@H:25]1[CH2:29][CH2:28][NH:27][C@@H:26]1[C:30]([OH:32])=[O:31]. (5) The reactants are: [F:1][C:2]1[CH:11]=[CH:10][C:9]([CH3:12])=[CH:8][C:3]=1[C:4]([NH:6][NH2:7])=[O:5].[Cl:13][CH2:14][C:15](OCC)(OCC)OCC. Given the product [Cl:13][CH2:14][C:15]1[O:5][C:4]([C:3]2[CH:8]=[C:9]([CH3:12])[CH:10]=[CH:11][C:2]=2[F:1])=[N:6][N:7]=1, predict the reactants needed to synthesize it.